From a dataset of Forward reaction prediction with 1.9M reactions from USPTO patents (1976-2016). Predict the product of the given reaction. (1) The product is: [C:13]([O:12][C:10](=[O:11])[NH:1][CH2:2][CH2:3][N:4]1[CH2:9][CH2:8][O:7][CH2:6][CH2:5]1)([CH3:16])([CH3:15])[CH3:14]. Given the reactants [NH2:1][CH2:2][CH2:3][N:4]1[CH2:9][CH2:8][O:7][CH2:6][CH2:5]1.[C:10](O[C:10]([O:12][C:13]([CH3:16])([CH3:15])[CH3:14])=[O:11])([O:12][C:13]([CH3:16])([CH3:15])[CH3:14])=[O:11], predict the reaction product. (2) Given the reactants [Br:1][C:2]1[CH:3]=[CH:4][C:5](=[O:8])[NH:6][CH:7]=1.Br[CH2:10][C:11]([O:13][CH3:14])=[O:12].C([O-])([O-])=O.[K+].[K+], predict the reaction product. The product is: [Br:1][C:2]1[CH:3]=[CH:4][C:5](=[O:8])[N:6]([CH2:10][C:11]([O:13][CH3:14])=[O:12])[CH:7]=1.